Dataset: Full USPTO retrosynthesis dataset with 1.9M reactions from patents (1976-2016). Task: Predict the reactants needed to synthesize the given product. (1) Given the product [Cl:37][C:12]1[CH:11]=[C:10]([C:5]2[CH:6]=[CH:7][CH:8]=[CH:9][C:4]=2[CH2:3][CH2:2][NH:1][C:48](=[O:49])[CH2:47][O:46][CH3:45])[CH:15]=[CH:14][C:13]=1[C@H:16]1[C@H:21]([C:22]2[CH:27]=[CH:26][N:25]([CH3:28])[C:24](=[O:29])[CH:23]=2)[CH2:20][CH2:19][N:18]([C:30]([O:32][C:33]([CH3:34])([CH3:36])[CH3:35])=[O:31])[CH2:17]1, predict the reactants needed to synthesize it. The reactants are: [NH2:1][CH2:2][CH2:3][C:4]1[CH:9]=[CH:8][CH:7]=[CH:6][C:5]=1[C:10]1[CH:15]=[CH:14][C:13]([C@H:16]2[C@H:21]([C:22]3[CH:27]=[CH:26][N:25]([CH3:28])[C:24](=[O:29])[CH:23]=3)[CH2:20][CH2:19][N:18]([C:30]([O:32][C:33]([CH3:36])([CH3:35])[CH3:34])=[O:31])[CH2:17]2)=[C:12]([Cl:37])[CH:11]=1.CCN(CC)CC.[CH3:45][O:46][CH2:47][C:48](Cl)=[O:49]. (2) The reactants are: [CH3:1][C:2]1[C:3]([C:11]2[S:15][C:14]([C:16]([OH:18])=O)=[CH:13][CH:12]=2)=[N:4][O:5][C:6]=1[C:7]([F:10])([F:9])[F:8].[CH3:19][N:20]1[CH2:26][CH2:25][CH2:24][NH:23][CH2:22][CH2:21]1. Given the product [CH3:19][N:20]1[CH2:26][CH2:25][CH2:24][N:23]([C:16]([C:14]2[S:15][C:11]([C:3]3[C:2]([CH3:1])=[C:6]([C:7]([F:8])([F:9])[F:10])[O:5][N:4]=3)=[CH:12][CH:13]=2)=[O:18])[CH2:22][CH2:21]1, predict the reactants needed to synthesize it. (3) Given the product [F:18][C:15]([F:16])([F:17])[CH2:14][O:13][CH2:12][C:8]1[N:7]=[C:6]([NH2:5])[CH:11]=[CH:10][CH:9]=1, predict the reactants needed to synthesize it. The reactants are: CC(C)(C)C([NH:5][C:6]1[CH:11]=[CH:10][CH:9]=[C:8]([CH2:12][O:13][CH2:14][C:15]([F:18])([F:17])[F:16])[N:7]=1)=O.[OH-].[Na+]. (4) Given the product [Br:1][C:2]1[CH:3]=[C:4]([N:8]2[C:16]3[C:11](=[CH:12][C:13]([CH2:17][N:23]4[CH2:27][CH2:26][CH2:25][CH2:24]4)=[CH:14][CH:15]=3)[C:10]([C:19]([O:21][CH3:22])=[O:20])=[N:9]2)[CH:5]=[CH:6][CH:7]=1, predict the reactants needed to synthesize it. The reactants are: [Br:1][C:2]1[CH:3]=[C:4]([N:8]2[C:16]3[C:11](=[CH:12][C:13]([CH2:17]Cl)=[CH:14][CH:15]=3)[C:10]([C:19]([O:21][CH3:22])=[O:20])=[N:9]2)[CH:5]=[CH:6][CH:7]=1.[NH:23]1[CH2:27][CH2:26][CH2:25][CH2:24]1.ClCCl. (5) Given the product [CH3:30][C:31]([CH3:36])([CH3:35])[CH2:32]/[CH:33]=[N:8]/[CH2:9][C:10]([NH:12][C:13]1[CH:22]=[CH:21][C:16]([C:17]([O:19][CH3:20])=[O:18])=[CH:15][CH:14]=1)=[O:11], predict the reactants needed to synthesize it. The reactants are: OC(C(F)(F)F)=O.[NH2:8][CH2:9][C:10]([NH:12][C:13]1[CH:22]=[CH:21][C:16]([C:17]([O:19][CH3:20])=[O:18])=[CH:15][CH:14]=1)=[O:11].C(N(CC)CC)C.[CH3:30][C:31]([CH3:36])([CH3:35])[CH2:32][CH:33]=O.